This data is from Reaction yield outcomes from USPTO patents with 853,638 reactions. The task is: Predict the reaction yield, written as a fraction of the theoretical maximum amount of product (1.0 means a 100% yield; for example, 0.34 means a 34% yield). (1) The reactants are Cl[S:2]([N:5]=C=O)(=[O:4])=[O:3].C(O)=O.S(Cl)(=O)(=O)N.[CH3:16][C:17]1([OH:20])[CH2:19][CH2:18]1. The catalyst is CN1C(=O)CCC1. The product is [CH3:16][C:17]1([O:20][S:2](=[O:3])(=[O:4])[NH2:5])[CH2:19][CH2:18]1. The yield is 0.530. (2) The reactants are [F:1][C:2]1[CH:16]=[CH:15][C:5]2[C:6]([CH:9]3[CH2:14][CH2:13][NH:12][CH2:11][CH2:10]3)=[N:7][O:8][C:4]=2[CH:3]=1.[C:17]([O:21][C:22](=[O:33])[NH:23][C@H:24]1[CH2:29][CH2:28][C@H:27]([CH2:30][CH:31]=O)[CH2:26][CH2:25]1)([CH3:20])([CH3:19])[CH3:18].C(O[BH-](OC(=O)C)OC(=O)C)(=O)C.[Na+]. The catalyst is ClCCCl. The product is [C:17]([O:21][C:22](=[O:33])[NH:23][C@H:24]1[CH2:25][CH2:26][C@H:27]([CH2:30][CH2:31][N:12]2[CH2:11][CH2:10][CH:9]([C:6]3[C:5]4[CH:15]=[CH:16][C:2]([F:1])=[CH:3][C:4]=4[O:8][N:7]=3)[CH2:14][CH2:13]2)[CH2:28][CH2:29]1)([CH3:20])([CH3:19])[CH3:18]. The yield is 1.00. (3) The reactants are [CH3:1][O:2][C:3]1[CH:8]=[CH:7][CH:6]=[CH:5][C:4]=1[N:9]1[C:13]([C:14]([O:16]CC)=[O:15])=[C:12]([CH3:19])[CH:11]=[N:10]1.[OH-].[Na+]. The catalyst is CO. The product is [CH3:1][O:2][C:3]1[CH:8]=[CH:7][CH:6]=[CH:5][C:4]=1[N:9]1[C:13]([C:14]([OH:16])=[O:15])=[C:12]([CH3:19])[CH:11]=[N:10]1. The yield is 0.820. (4) The yield is 0.620. No catalyst specified. The reactants are [C:1]([CH2:3][C:4]([NH2:6])=O)#[N:2].N1C=CC=CC=1.[CH3:13][N:14]([CH:16]=O)[CH3:15].O=P(Cl)(Cl)Cl.[OH-].[Na+]. The product is [CH3:13][N:14]([CH:16]=[C:3]([C:4]#[N:6])[C:1]#[N:2])[CH3:15]. (5) The reactants are [OH:1][C@@:2]1([C:9]#[C:10][C:11]2[CH:12]=[C:13]([C:17]3[N:22]=[C:21]([C:23]([O:25]CC)=O)[CH:20]=[C:19]([C:28]4[CH:29]=[N:30][C:31]([CH3:34])=[CH:32][CH:33]=4)[N:18]=3)[CH:14]=[CH:15][CH:16]=2)[CH2:6][CH2:5][N:4]([CH3:7])[C:3]1=[O:8].[NH3:35]. No catalyst specified. The product is [OH:1][C@@:2]1([C:9]#[C:10][C:11]2[CH:12]=[C:13]([C:17]3[N:22]=[C:21]([C:23]([NH2:35])=[O:25])[CH:20]=[C:19]([C:28]4[CH:29]=[N:30][C:31]([CH3:34])=[CH:32][CH:33]=4)[N:18]=3)[CH:14]=[CH:15][CH:16]=2)[CH2:6][CH2:5][N:4]([CH3:7])[C:3]1=[O:8]. The yield is 0.430. (6) The reactants are [Cl-].O[NH3+:3].[C:4](=[O:7])([O-])[OH:5].[Na+].CS(C)=O.[CH2:13]([C:15]1[N:16]=[C:17]([CH2:44][CH2:45][CH3:46])[N:18]([CH2:29][C:30]2[CH:35]=[CH:34][C:33]([C:36]3[C:37]([C:42]#[N:43])=[CH:38][CH:39]=[CH:40][CH:41]=3)=[CH:32][CH:31]=2)[C:19](=[O:28])[C:20]=1[CH2:21][N:22]1[CH2:27][CH2:26][O:25][CH2:24][CH2:23]1)[CH3:14]. The catalyst is O. The product is [CH2:13]([C:15]1[N:16]=[C:17]([CH2:44][CH2:45][CH3:46])[N:18]([CH2:29][C:30]2[CH:35]=[CH:34][C:33]([C:36]3[CH:41]=[CH:40][CH:39]=[CH:38][C:37]=3[C:42]3[NH:3][C:4](=[O:7])[O:5][N:43]=3)=[CH:32][CH:31]=2)[C:19](=[O:28])[C:20]=1[CH2:21][N:22]1[CH2:23][CH2:24][O:25][CH2:26][CH2:27]1)[CH3:14]. The yield is 0.610.